This data is from Full USPTO retrosynthesis dataset with 1.9M reactions from patents (1976-2016). The task is: Predict the reactants needed to synthesize the given product. (1) Given the product [N:1]1([C:5](=[O:35])[CH2:6][C:7]2[CH:12]=[N:11][C:10]([O:13][CH2:14][CH2:15][C@H:16]3[CH2:18][C@@H:17]3[CH:19]3[CH2:20][CH2:21][NH:22][CH2:23][CH2:24]3)=[CH:9][CH:8]=2)[CH2:4][CH2:3][CH2:2]1, predict the reactants needed to synthesize it. The reactants are: [N:1]1([C:5](=[O:35])[CH2:6][C:7]2[CH:8]=[CH:9][C:10]([O:13][CH2:14][CH2:15][C@H:16]3[CH2:18][C@@H:17]3[CH:19]3[CH2:24][CH2:23][N:22](C(OCC4C=CC=CC=4)=O)[CH2:21][CH2:20]3)=[N:11][CH:12]=2)[CH2:4][CH2:3][CH2:2]1.[H][H]. (2) Given the product [Cl:1][C:2]1[CH:3]=[N:4][C:5]([N:11]2[CH2:14][C:13]([C:16]3[CH:21]=[CH:20][CH:19]=[C:18]([F:22])[CH:17]=3)([OH:15])[CH2:12]2)=[C:6]([CH:10]=1)[C:7]([NH:24][C:25]1([C:28]2[CH:37]=[CH:36][C:31]([C:32]([O:34][CH3:35])=[O:33])=[CH:30][CH:29]=2)[CH2:27][CH2:26]1)=[O:8], predict the reactants needed to synthesize it. The reactants are: [Cl:1][C:2]1[CH:3]=[N:4][C:5]([N:11]2[CH2:14][C:13]([C:16]3[CH:21]=[CH:20][CH:19]=[C:18]([F:22])[CH:17]=3)([OH:15])[CH2:12]2)=[C:6]([CH:10]=1)[C:7](O)=[O:8].Cl.[NH2:24][C:25]1([C:28]2[CH:37]=[CH:36][C:31]([C:32]([O:34][CH3:35])=[O:33])=[CH:30][CH:29]=2)[CH2:27][CH2:26]1. (3) Given the product [OH:19][C:3]1[CH:4]=[C:5]([O:8][C:9]2[CH:14]=[CH:13][C:12]([S:15]([CH3:18])(=[O:17])=[O:16])=[CH:11][N:10]=2)[CH:6]=[CH:7][C:2]=1[NH:1][N:21]=[C:26]([CH3:25])[C:27]([O:29][CH2:30][CH3:31])=[O:28], predict the reactants needed to synthesize it. The reactants are: [NH2:1][C:2]1[CH:7]=[CH:6][C:5]([O:8][C:9]2[CH:14]=[CH:13][C:12]([S:15]([CH3:18])(=[O:17])=[O:16])=[CH:11][N:10]=2)=[CH:4][C:3]=1[OH:19].Cl.[N:21]([O-])=O.[Na+].[CH3:25][CH:26](C(=O)C)[C:27]([O:29][CH2:30][CH3:31])=[O:28].[OH-].[K+]. (4) Given the product [CH3:1][C:2]1[N:7]=[C:6]([C:8]2[N:13]=[C:12]3[NH:14][CH:15]=[CH:16][C:11]3=[C:10]([C:17]3[CH:18]=[N:19][CH:20]=[CH:21][CH:22]=3)[CH:24]=2)[CH:5]=[CH:4][CH:3]=1, predict the reactants needed to synthesize it. The reactants are: [CH3:1][C:2]1[N:7]=[C:6]([C:8]2N=[C:10]([C:17]3[CH:18]=[N:19][CH:20]=[CH:21][CH:22]=3)[C:11]3[CH:16]=[CH:15][NH:14][C:12]=3[N:13]=2)[CH:5]=[CH:4][CH:3]=1.Cl[C:24]1C2C=CNC=2N=C(C2C=CC=CN=2)N=1.ClC1C=C(C2C=CC=C(C)N=2)N=C2NC=CC=12. (5) Given the product [CH3:9][C:10]1[CH:16]=[C:15]([CH3:17])[CH:14]=[C:12]2[C:11]=1[C:2]1[CH2:7][CH2:6][CH2:5][CH2:4][C:3]=1[NH:13]2, predict the reactants needed to synthesize it. The reactants are: Cl[CH:2]1[CH2:7][CH2:6][CH2:5][CH2:4][C:3]1=O.[CH3:9][C:10]1[CH:11]=[C:12]([CH:14]=[C:15]([CH3:17])[CH:16]=1)[NH2:13]. (6) Given the product [CH2:59]([NH:62][C:63]([NH:27][C:24]1[CH:25]=[CH:26][C:21]([C:19]2[N:20]=[C:15]([N:10]3[CH2:11][CH2:12][O:13][CH2:14][C@@H:9]3[CH3:8])[C:16]3[CH2:33][N:31]([C:32]4[N:57]([CH3:58])[CH:56]=[CH:43][N:44]=4)[CH2:30][C:17]=3[N:18]=2)=[CH:22][CH:23]=1)=[O:64])[CH3:60], predict the reactants needed to synthesize it. The reactants are: C[C@H]1COCCN1.[CH3:8][C@H:9]1[CH2:14][O:13][CH2:12][CH2:11][N:10]1[C:15]1[C:16]2[CH2:33][CH2:32][NH:31][CH2:30][C:17]=2[N:18]=[C:19]([C:21]2[CH:26]=[CH:25][C:24]([N+:27]([O-])=O)=[CH:23][CH:22]=2)[N:20]=1.C[C@H]1COCCN1C1C2[CH2:58][NH:57][CH2:56][C:43]=2[N:44]=C(C2C=CC([N+]([O-])=O)=CC=2)N=1.[CH2:59]([N:62]=[C:63]=[O:64])[CH2:60]C.C(N=C=O)C.